From a dataset of Catalyst prediction with 721,799 reactions and 888 catalyst types from USPTO. Predict which catalyst facilitates the given reaction. (1) Reactant: [Mg].II.[CH:4]([C:7]1[CH:8]=[C:9](Br)[CH:10]=[CH:11][CH:12]=1)([CH3:6])[CH3:5].BrCCBr.[C:18](=[O:20])=[O:19].Cl. Product: [CH:4]([C:7]1[CH:8]=[C:9]([CH:10]=[CH:11][CH:12]=1)[C:18]([OH:20])=[O:19])([CH3:6])[CH3:5]. The catalyst class is: 30. (2) Reactant: [N:1]1[CH:6]=[CH:5][CH:4]=[CH:3][C:2]=1[C:7]1[O:11][CH:10]=[N:9][CH:8]=1.[O:12]([CH2:19][CH2:20][CH2:21][CH2:22][CH2:23][C:24](O)=[O:25])[C:13]1[CH:18]=[CH:17][CH:16]=[CH:15][CH:14]=1. Product: [O:12]([CH2:19][CH2:20][CH2:21][CH2:22][CH2:23][C:24]([C:10]1[O:11][C:7]([C:2]2[CH:3]=[CH:4][CH:5]=[CH:6][N:1]=2)=[CH:8][N:9]=1)=[O:25])[C:13]1[CH:18]=[CH:17][CH:16]=[CH:15][CH:14]=1. The catalyst class is: 100. (3) Reactant: [F:1][C:2]([F:33])([F:32])[C:3]1[CH:8]=[CH:7][CH:6]=[CH:5][C:4]=1[CH:9]1[CH2:14][CH2:13][N:12]([C:15]([C:17]2[C:18]3[CH2:24][N:23](C(OC(C)(C)C)=O)[CH2:22][C:19]=3[NH:20][N:21]=2)=[O:16])[CH2:11][CH2:10]1.Cl. Product: [NH:20]1[C:19]2[CH2:22][NH:23][CH2:24][C:18]=2[C:17]([C:15]([N:12]2[CH2:13][CH2:14][CH:9]([C:4]3[CH:5]=[CH:6][CH:7]=[CH:8][C:3]=3[C:2]([F:33])([F:32])[F:1])[CH2:10][CH2:11]2)=[O:16])=[N:21]1. The catalyst class is: 158. (4) Reactant: [Br:1][C:2]1[CH:7]=[C:6]([N+:8]([O-:10])=[O:9])[CH:5]=[CH:4][C:3]=1F.[OH:12][C:13]1[CH:20]=[CH:19][C:16]([C:17]#[N:18])=[CH:15][CH:14]=1.C(=O)([O-])[O-].[Cs+].[Cs+]. Product: [Br:1][C:2]1[CH:7]=[C:6]([N+:8]([O-:10])=[O:9])[CH:5]=[CH:4][C:3]=1[O:12][C:13]1[CH:20]=[CH:19][C:16]([C:17]#[N:18])=[CH:15][CH:14]=1. The catalyst class is: 16. (5) Reactant: [F:1][C:2]1[CH:3]=[N:4][CH:5]=[C:6]([F:10])[C:7]=1[CH:8]=[O:9]. Product: [F:1][C:2]1[CH:3]=[N:4][CH:5]=[C:6]([F:10])[C:7]=1[CH2:8][OH:9]. The catalyst class is: 5.